From a dataset of Catalyst prediction with 721,799 reactions and 888 catalyst types from USPTO. Predict which catalyst facilitates the given reaction. (1) Reactant: [BH4-].[Na+].[C:3]([O:7][C:8]([NH:10][C:11]1[S:12][CH:13]=[C:14](/[CH:16]=[C:17]2\[CH2:18][N:19]([C:24]([C:37]3[CH:42]=[CH:41][CH:40]=[CH:39][CH:38]=3)([C:31]3[CH:36]=[CH:35][CH:34]=[CH:33][CH:32]=3)[C:25]3[CH:30]=[CH:29][CH:28]=[CH:27][CH:26]=3)[CH2:20][CH2:21][C:22]\2=[O:23])[N:15]=1)=[O:9])([CH3:6])([CH3:5])[CH3:4].ClCCl. Product: [C:3]([O:7][C:8]([NH:10][C:11]1[S:12][CH:13]=[C:14](/[CH:16]=[C:17]2\[CH2:18][N:19]([C:24]([C:37]3[CH:38]=[CH:39][CH:40]=[CH:41][CH:42]=3)([C:31]3[CH:32]=[CH:33][CH:34]=[CH:35][CH:36]=3)[C:25]3[CH:26]=[CH:27][CH:28]=[CH:29][CH:30]=3)[CH2:20][CH2:21][CH:22]\2[OH:23])[N:15]=1)=[O:9])([CH3:6])([CH3:4])[CH3:5]. The catalyst class is: 8. (2) Reactant: [N+:1]([C:4]1[CH:22]=[CH:21][C:7]2[NH:8][C:9]([CH2:11][N:12]3[CH2:17][CH2:16][N:15]([CH2:18][CH2:19][OH:20])[CH2:14][CH2:13]3)=[N:10][C:6]=2[CH:5]=1)([O-])=O.[ClH:23]. Product: [ClH:23].[ClH:23].[ClH:23].[ClH:23].[NH2:1][C:4]1[CH:22]=[CH:21][C:7]2[NH:8][C:9]([CH2:11][N:12]3[CH2:17][CH2:16][N:15]([CH2:18][CH2:19][OH:20])[CH2:14][CH2:13]3)=[N:10][C:6]=2[CH:5]=1. The catalyst class is: 465. (3) Reactant: [CH3:1][O:2][C:3]1[CH:8]=[CH:7][CH:6]=[CH:5][C:4]=1[C:9]1[C:17]2[C:12](=[N:13][CH:14]=[C:15](B3OC(C)(C)C(C)(C)O3)[CH:16]=2)[N:11](S(C2C=CC(C)=CC=2)(=O)=O)[CH:10]=1.Br[C:38]1[CH:39]=[N:40][CH:41]=[C:42]([CH:48]=1)[C:43]([N:45]([CH3:47])[CH3:46])=[O:44].C([O-])(O)=O.[Na+]. Product: [CH3:1][O:2][C:3]1[CH:8]=[CH:7][CH:6]=[CH:5][C:4]=1[C:9]1[C:17]2[C:12](=[N:13][CH:14]=[C:15]([C:38]3[CH:39]=[N:40][CH:41]=[C:42]([CH:48]=3)[C:43]([N:45]([CH3:46])[CH3:47])=[O:44])[CH:16]=2)[NH:11][CH:10]=1. The catalyst class is: 10. (4) Reactant: C(OC([N:8]1[CH2:11][CH:10]([CH2:12][C:13]2[N:14]([CH3:40])[C:15]3[C:20]([N:21]=2)=[C:19]([N:22]2[CH2:27][CH2:26][O:25][CH2:24][CH2:23]2)[N:18]=[C:17]([N:28]2[C:32]4[CH:33]=[CH:34][CH:35]=[CH:36][C:31]=4[N:30]=[C:29]2[C@H:37]([OH:39])[CH3:38])[N:16]=3)[CH2:9]1)=O)(C)(C)C.C(O)(C(F)(F)F)=O. Product: [NH:8]1[CH2:11][CH:10]([CH2:12][C:13]2[N:14]([CH3:40])[C:15]3[C:20]([N:21]=2)=[C:19]([N:22]2[CH2:27][CH2:26][O:25][CH2:24][CH2:23]2)[N:18]=[C:17]([N:28]2[C:32]4[CH:33]=[CH:34][CH:35]=[CH:36][C:31]=4[N:30]=[C:29]2[C@H:37]([OH:39])[CH3:38])[N:16]=3)[CH2:9]1. The catalyst class is: 2. (5) Reactant: [O:1]1[CH:5]=[CH:4][C:3]([C:6]2[C:16]3[O:15][CH2:14][CH2:13][N:12](C(OC(C)(C)C)=O)[CH2:11][C:10]=3[CH:9]=[CH:8][CH:7]=2)=[CH:2]1.C(OCC)(=O)C.[ClH:30]. Product: [ClH:30].[O:1]1[CH:5]=[CH:4][C:3]([C:6]2[C:16]3[O:15][CH2:14][CH2:13][NH:12][CH2:11][C:10]=3[CH:9]=[CH:8][CH:7]=2)=[CH:2]1. The catalyst class is: 13. (6) Reactant: [C:1]([C:3]1[C:12]2[C:7](=[CH:8][CH:9]=[CH:10][CH:11]=2)[C:6]([F:13])=[CH:5][CH:4]=1)#[N:2].[ClH:14]. Product: [ClH:14].[F:13][C:6]1[C:7]2[C:12](=[CH:11][CH:10]=[CH:9][CH:8]=2)[C:3]([CH2:1][NH2:2])=[CH:4][CH:5]=1. The catalyst class is: 29. (7) Product: [CH3:39][O:38][C:35]1[N:34]=[CH:33][C:32]([CH2:31][C:26]2[C:24](=[O:25])[N:23]=[C:1]([O:3][CH2:4][CH2:5][C:6]3[CH:7]=[CH:8][C:9]([O:12][C:13]4[CH:14]=[N:15][C:16]([C:19]([F:21])([F:22])[F:20])=[N:17][CH:18]=4)=[CH:10][CH:11]=3)[NH:2][CH:27]=2)=[CH:37][N:36]=1. The catalyst class is: 37. Reactant: [C:1](=[NH:23])([O:3][CH2:4][CH2:5][C:6]1[CH:11]=[CH:10][C:9]([O:12][C:13]2[CH:14]=[N:15][C:16]([C:19]([F:22])([F:21])[F:20])=[N:17][CH:18]=2)=[CH:8][CH:7]=1)[NH2:2].[CH:24]([CH:26]([CH2:31][C:32]1[CH:33]=[N:34][C:35]([O:38][CH3:39])=[N:36][CH:37]=1)[C:27](OC)=O)=[O:25].C([O-])([O-])=O.[K+].[K+].